From a dataset of Forward reaction prediction with 1.9M reactions from USPTO patents (1976-2016). Predict the product of the given reaction. The product is: [CH3:11][O:12][C:13]1[C:14]([OH:21])=[C:15]([C:16]2[NH:1][N:2]=[C:3]([C:5]3[CH:10]=[N:9][CH:8]=[CH:7][N:6]=3)[N:4]=2)[CH:18]=[CH:19][CH:20]=1. Given the reactants [NH2:1][NH:2][C:3]([C:5]1[CH:10]=[N:9][CH:8]=[CH:7][N:6]=1)=[NH:4].[CH3:11][O:12][C:13]1[C:14]([OH:21])=[C:15]([CH:18]=[CH:19][CH:20]=1)[CH:16]=O, predict the reaction product.